Dataset: TCR-epitope binding with 47,182 pairs between 192 epitopes and 23,139 TCRs. Task: Binary Classification. Given a T-cell receptor sequence (or CDR3 region) and an epitope sequence, predict whether binding occurs between them. Result: 0 (the TCR does not bind to the epitope). The TCR CDR3 sequence is CASSVSTGEAYGYTF. The epitope is RQLLFVVEV.